From a dataset of Reaction yield outcomes from USPTO patents with 853,638 reactions. Predict the reaction yield, written as a fraction of the theoretical maximum amount of product (1.0 means a 100% yield; for example, 0.34 means a 34% yield). The reactants are [CH3:1][O:2][C:3]([NH:5][C@H:6]([C:11]([N:13]1[CH2:17][CH2:16][CH2:15][C@H:14]1[C:18]1[NH:19][C:20]([C:23]2[CH:28]=[C:27]3[CH2:29][O:30][C:31]4[CH:58]=[C:57]5[C:34]([CH:35]=[CH:36][C:37]6[N:41]=[C:40]([C@@H:42]7[CH2:46][C@H:45]([CH2:47][O:48][CH3:49])[CH2:44][N:43]7C(OC(C)(C)C)=O)[NH:39][C:38]=65)=[CH:33][C:32]=4[C:26]3=[CH:25][CH:24]=2)=[CH:21][N:22]=1)=[O:12])[C@@H:7]([CH3:10])[O:8][CH3:9])=[O:4].Cl.[CH3:60][O:61][C:62]([NH:64][C@H:65]([C:69]1[CH:74]=[CH:73][CH:72]=[CH:71][CH:70]=1)[C:66](O)=[O:67])=[O:63].CCN(C(C)C)C(C)C.CCOC(C(C#N)=NOC(N1CCOCC1)=[N+](C)C)=O.F[P-](F)(F)(F)(F)F. The catalyst is C(Cl)Cl.CO. The product is [CH3:9][O:8][C@H:7]([CH3:10])[C@H:6]([NH:5][C:3]([O:2][CH3:1])=[O:4])[C:11]([N:13]1[CH2:17][CH2:16][CH2:15][C@H:14]1[C:18]1[NH:19][C:20]([C:23]2[CH:28]=[C:27]3[CH2:29][O:30][C:31]4[CH:58]=[C:57]5[C:34]([CH:35]=[CH:36][C:37]6[N:41]=[C:40]([C@@H:42]7[CH2:46][C@H:45]([CH2:47][O:48][CH3:49])[CH2:44][N:43]7[C:66](=[O:67])[C@H:65]([NH:64][C:62](=[O:63])[O:61][CH3:60])[C:69]7[CH:74]=[CH:73][CH:72]=[CH:71][CH:70]=7)[NH:39][C:38]=65)=[CH:33][C:32]=4[C:26]3=[CH:25][CH:24]=2)=[CH:21][N:22]=1)=[O:12]. The yield is 0.460.